Dataset: Reaction yield outcomes from USPTO patents with 853,638 reactions. Task: Predict the reaction yield, written as a fraction of the theoretical maximum amount of product (1.0 means a 100% yield; for example, 0.34 means a 34% yield). (1) The reactants are [F:1][C:2]1[CH:7]=[CH:6][C:5]([CH:8]2[O:12]C(=O)[NH:10][CH:9]2[CH2:14][C:15]2[CH:20]=[CH:19][C:18]([O:21][CH3:22])=[CH:17][CH:16]=2)=[CH:4][CH:3]=1.[OH-].[Na+]. The catalyst is C(O)C. The product is [NH2:10][CH:9]([CH2:14][C:15]1[CH:16]=[CH:17][C:18]([O:21][CH3:22])=[CH:19][CH:20]=1)[CH:8]([C:5]1[CH:4]=[CH:3][C:2]([F:1])=[CH:7][CH:6]=1)[OH:12]. The yield is 0.860. (2) The yield is 0.580. The reactants are Cl[C:2]1[N:7]=[C:6]([NH:8][C:9]2[CH:14]=[CH:13][C:12]([Cl:15])=[C:11]([F:16])[CH:10]=2)[C:5]([N+:17]([O-:19])=[O:18])=[CH:4][N:3]=1.[O:20]1[CH2:25][CH2:24][CH:23]([N:26]2[CH:30]=[C:29]([NH2:31])[CH:28]=[N:27]2)[CH2:22][CH2:21]1.CCN(C(C)C)C(C)C. The catalyst is O1CCOCC1. The product is [Cl:15][C:12]1[CH:13]=[CH:14][C:9]([NH:8][C:6]2[C:5]([N+:17]([O-:19])=[O:18])=[CH:4][N:3]=[C:2]([NH:31][C:29]3[CH:28]=[N:27][N:26]([CH:23]4[CH2:24][CH2:25][O:20][CH2:21][CH2:22]4)[CH:30]=3)[N:7]=2)=[CH:10][C:11]=1[F:16]. (3) The reactants are [Br:1][C:2]1[CH:3]=[C:4]2[C:15](=[CH:16][CH:17]=1)[O:14][C:7]1[C:8]([F:13])=[N:9][C:10]([Cl:12])=[CH:11][C:6]=1[C:5]2([CH2:25][C:26](OC(C)(C)C)=[O:27])[NH:18][S:19]([C:21]([CH3:24])([CH3:23])[CH3:22])=[O:20].[H-].C([Al+]CC(C)C)C(C)C. The catalyst is C1COCC1. The product is [Br:1][C:2]1[CH:3]=[C:4]2[C:15](=[CH:16][CH:17]=1)[O:14][C:7]1[C:8]([F:13])=[N:9][C:10]([Cl:12])=[CH:11][C:6]=1[C:5]2([NH:18][S:19]([C:21]([CH3:24])([CH3:23])[CH3:22])=[O:20])[CH2:25][CH2:26][OH:27]. The yield is 0.890. (4) The reactants are Cl.C(OCC)(=O)C.C([O:12][C:13]1[C:14]([CH2:19][N:20]2[CH2:25][CH2:24][CH:23]([C:26](=[O:35])[CH2:27][C:28]3[CH:33]=[CH:32][CH:31]=[CH:30][C:29]=3[CH3:34])[CH2:22][CH2:21]2)=[N:15][CH:16]=[CH:17][N:18]=1)(C)(C)C.[OH-].[Na+]. The catalyst is ClCCl. The product is [CH3:34][C:29]1[CH:30]=[CH:31][CH:32]=[CH:33][C:28]=1[CH2:27][C:26]([CH:23]1[CH2:24][CH2:25][N:20]([CH2:19][C:14]2[C:13](=[O:12])[NH:18][CH:17]=[CH:16][N:15]=2)[CH2:21][CH2:22]1)=[O:35]. The yield is 0.510. (5) The reactants are [F:1][C:2]([F:15])([F:14])[C:3]1[CH:4]=[C:5]([CH:7]=[C:8]([C:10]([F:13])([F:12])[F:11])[CH:9]=1)[NH2:6].C(N(CC)CC)C.[Cl-].ClC1N(C)CC[NH+]1C.[CH3:32][O:33][C:34]1[C:35](=[O:58])[C:36]([CH3:57])=[C:37]([CH2:43][C:44]2[CH:45]=[CH:46][C:47]([O:53][C:54](=[O:56])[CH3:55])=[C:48]([CH:52]=2)[C:49](O)=[O:50])[C:38](=[O:42])[C:39]=1[O:40][CH3:41]. The catalyst is C(Cl)Cl. The product is [CH3:32][O:33][C:34]1[C:35](=[O:58])[C:36]([CH3:57])=[C:37]([CH2:43][C:44]2[CH:45]=[CH:46][C:47]([O:53][C:54](=[O:56])[CH3:55])=[C:48]([CH:52]=2)[C:49]([NH:6][C:5]2[CH:4]=[C:3]([C:2]([F:14])([F:15])[F:1])[CH:9]=[C:8]([C:10]([F:11])([F:12])[F:13])[CH:7]=2)=[O:50])[C:38](=[O:42])[C:39]=1[O:40][CH3:41]. The yield is 0.630. (6) The reactants are C([O:4][CH2:5][C:6]1[C:7]([N:33]2[CH2:45][CH2:44][N:36]3[C:37]4[CH2:38][CH2:39][CH2:40][CH2:41][C:42]=4[CH:43]=[C:35]3[C:34]2=[O:46])=[N:8][CH:9]=[CH:10][C:11]=1[C:12]1[CH:17]=[C:16]([NH:18][C:19]2[CH:30]=[C:22]3[CH2:23][N:24]([C:27](=[O:29])[CH3:28])[CH2:25][CH2:26][N:21]3[N:20]=2)[C:15](=[O:31])[N:14]([CH3:32])[CH:13]=1)(=O)C.[OH-].[Li+]. The catalyst is C(O)(C)C.C1COCC1.O. The product is [C:27]([N:24]1[CH2:25][CH2:26][N:21]2[N:20]=[C:19]([NH:18][C:16]3[C:15](=[O:31])[N:14]([CH3:32])[CH:13]=[C:12]([C:11]4[CH:10]=[CH:9][N:8]=[C:7]([N:33]5[CH2:45][CH2:44][N:36]6[C:37]7[CH2:38][CH2:39][CH2:40][CH2:41][C:42]=7[CH:43]=[C:35]6[C:34]5=[O:46])[C:6]=4[CH2:5][OH:4])[CH:17]=3)[CH:30]=[C:22]2[CH2:23]1)(=[O:29])[CH3:28]. The yield is 0.530. (7) The reactants are [C:1]([OH:13])(=O)[C:2]1[CH:11]=[CH:10][C:9]2[C:4](=[CH:5][CH:6]=[CH:7][CH:8]=2)[N:3]=1.C(Cl)(=O)C(Cl)=O.[CH3:20][C:21]1[C:22]([CH2:27][N:28]([CH2:35][C:36]2[C:41]([CH3:42])=[CH:40][CH:39]=[CH:38][N:37]=2)[CH:29]2[CH2:34][CH2:33][NH:32][CH2:31][CH2:30]2)=[N:23][CH:24]=[CH:25][CH:26]=1.CCN(C(C)C)C(C)C. The catalyst is C(Cl)Cl.C1COCC1.[OH-].[Na+].CCOC(C)=O.CN(C=O)C. The product is [CH3:20][C:21]1[C:22]([CH2:27][N:28]([CH2:35][C:36]2[C:41]([CH3:42])=[CH:40][CH:39]=[CH:38][N:37]=2)[CH:29]2[CH2:34][CH2:33][N:32]([C:1]([C:2]3[CH:11]=[CH:10][C:9]4[C:4](=[CH:5][CH:6]=[CH:7][CH:8]=4)[N:3]=3)=[O:13])[CH2:31][CH2:30]2)=[N:23][CH:24]=[CH:25][CH:26]=1. The yield is 0.600.